Dataset: Forward reaction prediction with 1.9M reactions from USPTO patents (1976-2016). Task: Predict the product of the given reaction. (1) Given the reactants [F:1][C:2]1[CH:3]=[C:4]([NH:8][C:9](=[O:17])[CH:10]([CH3:16])[C:11]([O:13]CC)=[O:12])[CH:5]=[CH:6][CH:7]=1, predict the reaction product. The product is: [F:1][C:2]1[CH:3]=[C:4]([NH:8][C:9](=[O:17])[CH:10]([CH3:16])[C:11]([OH:13])=[O:12])[CH:5]=[CH:6][CH:7]=1. (2) Given the reactants [H-].[Na+].[CH3:3][C:4]1[C:15](=[O:16])[NH:14][C:7]2[N:8]=[C:9]([S:12][CH3:13])[N:10]=[CH:11][C:6]=2[CH:5]=1.I[CH2:18][CH3:19], predict the reaction product. The product is: [CH2:18]([N:14]1[C:7]2[N:8]=[C:9]([S:12][CH3:13])[N:10]=[CH:11][C:6]=2[CH:5]=[C:4]([CH3:3])[C:15]1=[O:16])[CH3:19]. (3) Given the reactants [N:1]([CH:4]([C:8]1[CH:13]=[CH:12][CH:11]=[CH:10][C:9]=1[F:14])[CH:5]1[CH2:7][CH2:6]1)=[N+]=[N-].C1(P(C2C=CC=CC=2)C2C=CC=CC=2)C=CC=CC=1.O, predict the reaction product. The product is: [CH:5]1([CH:4]([NH2:1])[C:8]2[CH:13]=[CH:12][CH:11]=[CH:10][C:9]=2[F:14])[CH2:6][CH2:7]1. (4) Given the reactants [CH2:1]([O:3][C:4]([C:6]1[NH:10][C:9]2[CH:11]=[C:12]([Br:14])[S:13][C:8]=2[CH:7]=1)=[O:5])[CH3:2].[Cl:15][C:16]1[CH:17]=[C:18]([CH:21]=[CH:22][CH:23]=1)[CH2:19]Cl, predict the reaction product. The product is: [CH2:1]([O:3][C:4]([C:6]1[N:10]([CH2:19][C:18]2[CH:21]=[CH:22][CH:23]=[C:16]([Cl:15])[CH:17]=2)[C:9]2[CH:11]=[C:12]([Br:14])[S:13][C:8]=2[CH:7]=1)=[O:5])[CH3:2]. (5) The product is: [CH3:1][O:2][C:3]1[CH:4]=[C:5]([CH:8]=[CH:9][CH:10]=1)[CH:6]=[CH:25][C:23]#[N:24]. Given the reactants [CH3:1][O:2][C:3]1[CH:4]=[C:5]([CH:8]=[CH:9][CH:10]=1)[CH:6]=O.C1(C)C=CC=CC=1.C([O-])(=O)C.[NH4+].[C:23]([CH2:25]C(O)=O)#[N:24], predict the reaction product. (6) Given the reactants [NH:1]1[C:9]2[CH:8]=[CH:7][CH:6]=[C:5]([CH:10]=[O:11])[C:4]=2[CH:3]=[CH:2]1.[H-].[Na+].[C:14]1([S:20](Cl)(=[O:22])=[O:21])[CH:19]=[CH:18][CH:17]=[CH:16][CH:15]=1.O, predict the reaction product. The product is: [C:14]1([S:20]([N:1]2[C:9]3[CH:8]=[CH:7][CH:6]=[C:5]([CH:10]=[O:11])[C:4]=3[CH:3]=[CH:2]2)(=[O:22])=[O:21])[CH:19]=[CH:18][CH:17]=[CH:16][CH:15]=1. (7) Given the reactants [NH2:1][C@:2]1([C:21](OC)=[O:22])[CH2:6][CH2:5][C@@H:4]([C:7]2[CH:12]=[CH:11][C:10]([CH2:13][CH2:14][CH2:15][CH2:16][CH2:17][CH2:18][O:19][CH3:20])=[CH:9][CH:8]=2)[CH2:3]1.[BH4-].[Na+].[ClH:27], predict the reaction product. The product is: [NH2:1][C@:2]1([CH2:21][OH:22])[CH2:6][CH2:5][C@@H:4]([C:7]2[CH:12]=[CH:11][C:10]([CH2:13][CH2:14][CH2:15][CH2:16][CH2:17][CH2:18][O:19][CH3:20])=[CH:9][CH:8]=2)[CH2:3]1.[OH2:19].[ClH:27].